The task is: Predict the reaction yield, written as a fraction of the theoretical maximum amount of product (1.0 means a 100% yield; for example, 0.34 means a 34% yield).. This data is from Reaction yield outcomes from USPTO patents with 853,638 reactions. (1) The product is [Br:1][C:2]1[N:3]=[C:4]([NH:10][C:11]2[CH:12]=[N:13][C:14]([N:17]3[CH2:22][CH2:21][N:20]([CH:25]4[CH2:26][O:23][CH2:24]4)[CH2:19][CH2:18]3)=[CH:15][CH:16]=2)[C:5](=[O:9])[N:6]([CH3:8])[CH:7]=1. The catalyst is CO.[Cl-].[Zn+2].[Cl-].C(OCC)C. The reactants are [Br:1][C:2]1[N:3]=[C:4]([NH:10][C:11]2[CH:12]=[N:13][C:14]([N:17]3[CH2:22][CH2:21][NH:20][CH2:19][CH2:18]3)=[CH:15][CH:16]=2)[C:5](=[O:9])[N:6]([CH3:8])[CH:7]=1.[O:23]1[CH2:26][C:25](=O)[CH2:24]1.[BH3-]C#N.[Na+]. The yield is 0.640. (2) The reactants are CN(CC1N(C2CCNCC2)C2C=CC=CC=2N=1)C1C2N=CC=CC=2CCC1.[CH3:29][N:30]([CH2:41][C:42]1[N:46]([CH2:47][CH:48]2C[CH2:52][CH2:51][N:50]([CH3:54])[CH2:49]2)[C:45]2[CH:55]=[CH:56][CH:57]=[CH:58][C:44]=2[N:43]=1)[CH:31]1[C:40]2[N:39]=[CH:38][CH:37]=[CH:36][C:35]=2[CH2:34][CH2:33][CH2:32]1. No catalyst specified. The product is [CH3:29][N:30]([CH2:41][C:42]1[N:46]([CH:47]2[CH2:52][CH2:51][N:50]([CH3:54])[CH2:49][CH2:48]2)[C:45]2[CH:55]=[CH:56][CH:57]=[CH:58][C:44]=2[N:43]=1)[CH:31]1[C:40]2[N:39]=[CH:38][CH:37]=[CH:36][C:35]=2[CH2:34][CH2:33][CH2:32]1. The yield is 0.880. (3) The reactants are [CH3:1][NH:2][CH2:3][CH2:4][CH2:5][CH:6]1[C:16]2[CH:17]=[CH:18][CH:19]=[CH:20][C:15]=2[CH:14]=[CH:13][C:12]2[CH:11]=[CH:10][CH:9]=[CH:8][C:7]1=2.[ClH:21]. The catalyst is CC(C)=O. The product is [CH3:1][NH:2][CH2:3][CH2:4][CH2:5][CH:6]1[C:7]2[CH:8]=[CH:9][CH:10]=[CH:11][C:12]=2[CH:13]=[CH:14][C:15]2[CH:20]=[CH:19][CH:18]=[CH:17][C:16]1=2.[ClH:21]. The yield is 0.640. (4) The product is [CH:1]1([O:7][C:8]2[C:9](=[O:14])[N:10]([C:16]3[CH:21]=[CH:20][C:19]([F:22])=[CH:18][CH:17]=3)[CH:11]=[CH:12][N:13]=2)[CH2:2][CH2:3][CH2:4][CH2:5][CH2:6]1. The catalyst is CN(C=O)C.O1CCOCC1.[Cu]I. The yield is 0.760. The reactants are [CH:1]1([O:7][C:8]2[C:9](=[O:14])[NH:10][CH:11]=[CH:12][N:13]=2)[CH2:6][CH2:5][CH2:4][CH2:3][CH2:2]1.Br[C:16]1[CH:21]=[CH:20][C:19]([F:22])=[CH:18][CH:17]=1.CNCCNC.[O-]P([O-])([O-])=O.[K+].[K+].[K+]. (5) The yield is 0.540. The reactants are BrC1[CH:14]=[C:13]2[C:5]([C:6]3[CH:7]=[CH:8][C:9]([N:23]4[CH2:28][CH2:27][CH2:26][CH2:25][CH2:24]4)=[CH:10][C:11]=3[C:12]2([CH2:19][CH2:20]CC)[CH2:15][CH2:16][CH2:17][CH3:18])=[CH:4][CH:3]=1.[O:29]1CCCC1.C([Li])CCC. The catalyst is CN(C)C=O. The product is [CH2:19]([C:12]1([CH2:13][CH3:14])[C:15]2[CH:16]=[C:17]([CH:18]=[O:29])[CH:3]=[CH:4][C:5]=2[C:6]2[C:11]1=[CH:10][C:9]([N:23]1[CH2:28][CH2:27][CH2:26][CH2:25][CH2:24]1)=[CH:8][CH:7]=2)[CH3:20].